This data is from Drug-target binding data from BindingDB using IC50 measurements. The task is: Regression. Given a target protein amino acid sequence and a drug SMILES string, predict the binding affinity score between them. We predict pIC50 (pIC50 = -log10(IC50 in M); higher means more potent). Dataset: bindingdb_ic50. (1) The compound is C[C@@H](N)[C@H]1CC[C@H](C(=O)Nc2ccncc2)CC1. The target protein sequence is MGNAAAAKKGSEQESVKEFLAKAKEDFLKKWENPAQNTAHLDQFERIKTIGTGSFGRVMLVKHMETGNHYAMKILDKQKVVKLKQIEHTLNEKRILQAVNFPFLVKLEFSFKDNSNLYMVMEYMPGGDMFSHLRRIGRFSEPHARFYAAQIVLTFEYLHSLDLIYRDLKPENLLIDQQGYIKVADFGFAKRVKGRTWTLCGTPEYLAPEIILSKGYNKAVDWWALGVLIYEMAAGYPPFFADQPIQIYEKIVSGKVRFPSHFSSDLKDLLRNLLQVDLTKRFGNLKNGVNDIKNHKWFATTDWIAIYQRKVEAPFIPKFKGPGDTSNFDDYEEEEIRVSINEKCGKEFSEF. The pIC50 is 5.2. (2) The drug is CC1=CC(=C(C#N)C#N)C=C(C)N1CCN1CCNCC1. The target protein (P54149) has sequence MLSATRRALQLFHSLFPIPRMGDSAAKIVSPQEALPGRKEPLVVAAKHHVNGNRTVEPFPEGTQMAVFGMGCFWGAERKFWTLKGVYSTQVGFAGGYTPNPTYKEVCSGKTGHAEVVRVVFQPEHISFEELLKVFWENHDPTQGMRQGNDHGSQYRSAIYPTSAEHVGAALKSKEDYQKVLSEHGFGLITTDIREGQTFYYAEDYHQQYLSKDPDGYCGLGGTGVSCPLGIKK. The pIC50 is 3.8. (3) The compound is CC1(C)CC=C(c2nc(C3CC(C)(C)OC(C)(C)C3)ccc2NC(=O)c2nc(C#N)c[nH]2)CC1. The target protein sequence is MGLGAPLVLLVATAWHVRGVPVIEPRGPELVVEPGTAVTLRCVGNGSVEWEGPISPHWNLDPDSPSSILSTNNATFLNTGTYRCTEPGSPLGGSATIHIYVKDPVRPWKVLTQEVTVLEGQDALLPCLLTDPALEAGVSLMRVRGRPVLRQTNYSFSPWYGFTIHKAQFTETQGYQCSARVGGRTVTSMGIWLKVQKVIPGPPTLTLKPAELVRIQGEAANIECSASNVDVNFDVFLQHEDTKLTIPQQSDFQGNQYQKVLTLELDHVGFQDAGNYTCVATNVRGISSTSMIFRVVESAYLNLTSEQSLLQEVTVGEKVDLQVKVEAYPSLEGYNWTYLGPFSDQQAKLKFVITKDTYRYTSTLSLPRLKPSEAGRYSFLARNTRGGDSLTFELTLLYPPEVRITWTTVNGSDALLCEASGYPQPNVTWLQCRGHTDRCDEAQALVLEDSYSEVLSQEPFHKVIVHSLLAMGTMEHNMTYECRALNSVGNSSQAFRPIPI.... The pIC50 is 7.8.